This data is from Full USPTO retrosynthesis dataset with 1.9M reactions from patents (1976-2016). The task is: Predict the reactants needed to synthesize the given product. (1) Given the product [F:1][C:2]([F:7])([F:6])[C:3]([OH:5])=[O:4].[NH2:18][C:15]1[CH:16]=[C:17]2[C:12](=[CH:13][CH:14]=1)[NH:11][C:10]([C:26]([NH:28][CH2:29][C:30]1[CH:35]=[CH:34][C:33]([Cl:36])=[C:32]([O:37][C:38]3[CH:43]=[C:42]([C:44]#[N:45])[CH:41]=[C:40]([Cl:46])[CH:39]=3)[C:31]=1[F:47])=[O:27])=[C:9]2[Cl:8], predict the reactants needed to synthesize it. The reactants are: [F:1][C:2]([F:7])([F:6])[C:3]([OH:5])=[O:4].[Cl:8][C:9]1[C:17]2[C:12](=[CH:13][CH:14]=[C:15]([NH:18]C(=O)OC(C)(C)C)[CH:16]=2)[NH:11][C:10]=1[C:26]([NH:28][CH2:29][C:30]1[CH:35]=[CH:34][C:33]([Cl:36])=[C:32]([O:37][C:38]2[CH:43]=[C:42]([C:44]#[N:45])[CH:41]=[C:40]([Cl:46])[CH:39]=2)[C:31]=1[F:47])=[O:27]. (2) Given the product [P:28]([O:13][CH2:12][C:11]1[C:14]([CH3:18])=[CH:15][CH:16]=[CH:17][C:10]=1[CH2:9][O:8][Si:1]([C:4]([CH3:7])([CH3:6])[CH3:5])([CH3:2])[CH3:3])([O:27][CH2:24][CH:25]=[CH2:26])([O:36][CH2:37][CH:38]=[CH2:39])=[O:44], predict the reactants needed to synthesize it. The reactants are: [Si:1]([O:8][CH2:9][C:10]1[CH:17]=[CH:16][CH:15]=[C:14]([CH3:18])[C:11]=1[CH2:12][OH:13])([C:4]([CH3:7])([CH3:6])[CH3:5])([CH3:3])[CH3:2].N1C=NN=N1.[CH2:24]([O:27][P:28]([O:36][CH2:37][CH:38]=[CH2:39])N(C(C)C)C(C)C)[CH:25]=[CH2:26].C([O:44]O)(C)(C)C. (3) Given the product [NH2:24][C:13]1[C:12]([O:11][CH2:10][C@@H:9]([C:27]([OH:29])=[O:28])[NH:8][C:6]([O:5][C:1]([CH3:4])([CH3:3])[CH3:2])=[O:7])=[CH:17][CH:16]=[CH:15][C:14]=1[C:18]1[CH:19]=[CH:20][CH:21]=[CH:22][CH:23]=1, predict the reactants needed to synthesize it. The reactants are: [C:1]([O:5][C:6]([NH:8][C@H:9]([C:27]([OH:29])=[O:28])[CH2:10][O:11][C:12]1[C:13]([N+:24]([O-])=O)=[C:14]([C:18]2[CH:23]=[CH:22][CH:21]=[CH:20][CH:19]=2)[CH:15]=[CH:16][CH:17]=1)=[O:7])([CH3:4])([CH3:3])[CH3:2]. (4) Given the product [Cl:35][C:36]1[CH:37]=[CH:38][C:39]([C:42]2[CH:47]=[CH:46][C:45]([NH:48][C:17](=[O:18])[C:16]#[C:15][C:11]3[CH:10]=[C:9]4[C:14](=[CH:13][CH:12]=3)[CH:6]([N:1]3[CH2:5][CH2:4][CH2:3][CH2:2]3)[CH2:7][CH2:8]4)=[CH:44][CH:43]=2)=[CH:40][CH:41]=1, predict the reactants needed to synthesize it. The reactants are: [N:1]1([CH:6]2[C:14]3[C:9](=[CH:10][C:11]([C:15]#[C:16][C:17](O)=[O:18])=[CH:12][CH:13]=3)[CH2:8][CH2:7]2)[CH2:5][CH2:4][CH2:3][CH2:2]1.CN1CCOCC1.ClC(OCC(C)C)=O.[Cl:35][C:36]1[CH:41]=[CH:40][C:39]([C:42]2[CH:47]=[CH:46][C:45]([NH2:48])=[CH:44][CH:43]=2)=[CH:38][CH:37]=1.